From a dataset of Catalyst prediction with 721,799 reactions and 888 catalyst types from USPTO. Predict which catalyst facilitates the given reaction. (1) Reactant: [CH2:1](/[C:3](/[C:6]1[C:14]2[NH:13][C:12](=[O:15])[NH:11][C:10]=2[CH:9]=[CH:8][CH:7]=1)=[CH:4]\[CH3:5])[CH3:2].C(/C(/C1C2NC(=O)NC=2C=CC=1)=C/C)C.C([O-])=O.[NH4+]. Product: [CH2:1]([CH:3]([C:6]1[C:14]2[NH:13][C:12](=[O:15])[NH:11][C:10]=2[CH:9]=[CH:8][CH:7]=1)[CH2:4][CH3:5])[CH3:2]. The catalyst class is: 29. (2) The catalyst class is: 3. Product: [NH2:9][C:8]1[C:3]([O:2][CH3:1])=[CH:4][CH:5]=[CH:6][C:7]=1[C:12]([NH:23][C:22]1[CH:24]=[CH:25][C:19]([CH:15]([CH2:17][CH3:18])[CH3:16])=[CH:20][CH:21]=1)=[O:13]. Reactant: [CH3:1][O:2][C:3]1[C:8]2[NH:9]C(=O)O[C:12](=[O:13])[C:7]=2[CH:6]=[CH:5][CH:4]=1.[CH:15]([C:19]1[CH:25]=[CH:24][C:22]([NH2:23])=[CH:21][CH:20]=1)([CH2:17][CH3:18])[CH3:16]. (3) The catalyst class is: 6. Reactant: N[C:2]1[CH:7]=[C:6]([CH3:8])[CH:5]=[C:4]([CH3:9])[N:3]=1.[Br:10]Br.N([O-])=O.[Na+].[OH-].[Na+]. Product: [CH3:9][C:4]1[CH:5]=[C:6]([CH3:8])[CH:7]=[C:2]([Br:10])[N:3]=1. (4) Reactant: [CH3:1][C:2]1([CH3:18])[C:6]([CH3:8])([CH3:7])[O:5][B:4]([C:9]2[CH:10]=[C:11]3[C:15](=[CH:16][CH:17]=2)[NH:14][CH2:13][CH2:12]3)[O:3]1.O=[C:20]1[CH2:25][CH2:24][N:23]([C:26]([O:28][C:29]([CH3:32])([CH3:31])[CH3:30])=[O:27])[CH2:22][CH2:21]1.[BH-](OC(C)=O)(OC(C)=O)OC(C)=O.[Na+].C([O-])(O)=O.[Na+]. Product: [CH3:8][C:6]1([CH3:7])[C:2]([CH3:18])([CH3:1])[O:3][B:4]([C:9]2[CH:10]=[C:11]3[C:15](=[CH:16][CH:17]=2)[N:14]([CH:20]2[CH2:25][CH2:24][N:23]([C:26]([O:28][C:29]([CH3:32])([CH3:31])[CH3:30])=[O:27])[CH2:22][CH2:21]2)[CH2:13][CH2:12]3)[O:5]1. The catalyst class is: 52. (5) Product: [NH2:1][C:2]1[CH:10]=[CH:9][C:8]([C:11]#[C:12][Si:13]([CH3:16])([CH3:15])[CH3:14])=[CH:7][C:3]=1[C:4]([N:25]([O:24][CH3:20])[CH3:26])=[O:5]. The catalyst class is: 136. Reactant: [NH2:1][C:2]1[CH:10]=[CH:9][C:8]([C:11]#[C:12][Si:13]([CH3:16])([CH3:15])[CH3:14])=[CH:7][C:3]=1[C:4](O)=[O:5].CN([C:20]([O:24][N:25]1N=NC2C=CC=C[C:26]1=2)=[N+](C)C)C.F[P-](F)(F)(F)(F)F.CN1CCOCC1.Cl.CNOC.